From a dataset of Full USPTO retrosynthesis dataset with 1.9M reactions from patents (1976-2016). Predict the reactants needed to synthesize the given product. (1) Given the product [Br:1][C:2]1[CH:15]=[C:14]2[C:5](=[CH:4][CH:3]=1)[NH:27][C@@H:28]([CH2:29][CH3:30])[C@H:33]([CH3:32])[C@H:13]2[NH:16][C:17](=[O:26])[O:18][CH2:19][C:20]1[CH:21]=[CH:22][CH:23]=[CH:24][CH:25]=1, predict the reactants needed to synthesize it. The reactants are: [Br:1][C:2]1C=C[C:5](N)=[CH:4][CH:3]=1.C(=O)CC.[CH:13](/[NH:16][C:17](=[O:26])[O:18][CH2:19][C:20]1[CH:25]=[CH:24][CH:23]=[CH:22][CH:21]=1)=[CH:14]\[CH3:15].[NH2:27][C:28]1[CH:33]=[CH:32]C=[CH:30][CH:29]=1. (2) Given the product [I:1][C:2]1[CH:7]=[CH:6][C:5]([C:8]2[NH:43][C:33]3[C:34]([C:9]=2[CH2:10][CH2:11][CH2:12][N:13]2[CH2:18][CH2:17][CH:16]([C:19]4[CH:20]=[C:21]([NH:25][C:26](=[O:30])[CH:27]([CH3:29])[CH3:28])[CH:22]=[CH:23][CH:24]=4)[CH2:15][CH2:14]2)=[CH:35][CH:36]=[C:37]2[CH:38]=[CH:39][CH:40]=[CH:41][C:42]=32)=[CH:4][CH:3]=1, predict the reactants needed to synthesize it. The reactants are: [I:1][C:2]1[CH:7]=[CH:6][C:5]([C:8](=O)[CH2:9][CH2:10][CH2:11][CH2:12][N:13]2[CH2:18][CH2:17][CH:16]([C:19]3[CH:20]=[C:21]([NH:25][C:26](=[O:30])[CH:27]([CH3:29])[CH3:28])[CH:22]=[CH:23][CH:24]=3)[CH2:15][CH2:14]2)=[CH:4][CH:3]=1.Cl.[C:33]1([NH:43]N)[C:42]2[C:37](=[CH:38][CH:39]=[CH:40][CH:41]=2)[CH:36]=[CH:35][CH:34]=1. (3) Given the product [Cl:21][C:9]1[C:8]2[C:13](=[CH:14][C:15]([O:16][CH3:17])=[C:6]([O:5][CH2:4][CH2:3][CH2:2][Cl:1])[CH:7]=2)[N:12]=[CH:11][N:10]=1, predict the reactants needed to synthesize it. The reactants are: [Cl:1][CH2:2][CH2:3][CH2:4][O:5][C:6]1[CH:7]=[C:8]2[C:13](=[CH:14][C:15]=1[O:16][CH3:17])[N:12]=[CH:11][N:10]=[C:9]2O.O=P(Cl)(Cl)[Cl:21]. (4) Given the product [ClH:18].[NH2:8][CH:3]([C:2]([F:1])([CH3:17])[CH3:16])[C:4]([NH:6][CH3:7])=[O:5], predict the reactants needed to synthesize it. The reactants are: [F:1][C:2]([CH3:17])([CH3:16])[CH:3]([NH:8]C(=O)OC(C)(C)C)[C:4]([NH:6][CH3:7])=[O:5].[ClH:18].C(OCC)C. (5) Given the product [NH2:1][C:4]1[CH:24]=[CH:23][C:7]([O:8][C:9]2[CH:22]=[CH:21][C:12]3[N:13]=[C:14]([NH:16][C:17](=[O:20])[O:18][CH3:19])[S:15][C:11]=3[CH:10]=2)=[CH:6][CH:5]=1, predict the reactants needed to synthesize it. The reactants are: [N+:1]([C:4]1[CH:24]=[CH:23][C:7]([O:8][C:9]2[CH:22]=[CH:21][C:12]3[N:13]=[C:14]([NH:16][C:17](=[O:20])[O:18][CH3:19])[S:15][C:11]=3[CH:10]=2)=[CH:6][CH:5]=1)([O-])=O.Cl[Sn]Cl. (6) The reactants are: C([N:4]1[C:12]2[C:11](=[O:13])[N:10]([CH2:14][CH2:15][CH2:16][OH:17])[C:9](=[O:18])[N:8]([CH2:19][CH3:20])[C:7]=2[N:6]=[C:5]1[Cl:21])C=C.N1CCOCC1. Given the product [Cl:21][C:5]1[NH:4][C:12]2[C:11](=[O:13])[N:10]([CH2:14][CH2:15][CH2:16][OH:17])[C:9](=[O:18])[N:8]([CH2:19][CH3:20])[C:7]=2[N:6]=1, predict the reactants needed to synthesize it.